This data is from Full USPTO retrosynthesis dataset with 1.9M reactions from patents (1976-2016). The task is: Predict the reactants needed to synthesize the given product. Given the product [Br:28][C:29]1[CH:30]=[C:31]([CH:36]=[C:37]([O:39][CH2:23][C:22]2([CH3:24])[CH2:4][CH2:21]2)[CH:38]=1)[C:32]([O:34][CH3:35])=[O:33], predict the reactants needed to synthesize it. The reactants are: BrC1C=[C:4]([CH:21]=[C:22]([C:24](F)(F)F)[CH:23]=1)CO[C:21]1[CH:4]=CC=[CH:23][C:22]=1[CH2:24]C(OC(C)(C)C)=O.[Br:28][C:29]1[CH:30]=[C:31]([CH:36]=[C:37]([OH:39])[CH:38]=1)[C:32]([O:34][CH3:35])=[O:33].CC1(CO)CC1.